This data is from Catalyst prediction with 721,799 reactions and 888 catalyst types from USPTO. The task is: Predict which catalyst facilitates the given reaction. (1) Reactant: [CH3:1][C@@H:2]([C:27]([CH3:35])([C:29]1[CH:34]=[CH:33][CH:32]=[CH:31][CH:30]=1)[CH3:28])[C:3]([NH:5][C@@H:6]([C:23]([CH3:26])([CH3:25])[CH3:24])[C:7]([N:9]([CH3:22])[C@@H:10]([CH:19]([CH3:21])[CH3:20])/[CH:11]=[C:12](\[CH3:18])/[C:13]([O:15]CC)=[O:14])=[O:8])=[O:4].O1CCCC1.O.[OH-].[Li+].Cl. Product: [CH3:1][C@@H:2]([C:27]([CH3:35])([C:29]1[CH:34]=[CH:33][CH:32]=[CH:31][CH:30]=1)[CH3:28])[C:3]([NH:5][C@@H:6]([C:23]([CH3:24])([CH3:25])[CH3:26])[C:7]([N:9]([CH3:22])[C@@H:10]([CH:19]([CH3:20])[CH3:21])/[CH:11]=[C:12](\[CH3:18])/[C:13]([OH:15])=[O:14])=[O:8])=[O:4]. The catalyst class is: 24. (2) Reactant: [OH:1][CH2:2][CH:3]([O:8][CH3:9])[C:4]([NH:6][CH3:7])=[O:5].CCN(C(C)C)C(C)C.[CH3:19][S:20](Cl)(=[O:22])=[O:21]. Product: [CH3:19][S:20]([O:1][CH2:2][CH:3]([O:8][CH3:9])[C:4]([NH:6][CH3:7])=[O:5])(=[O:22])=[O:21]. The catalyst class is: 4. (3) Reactant: [C:1]([C@H:3]1[CH2:8][CH2:7][C@H:6]([CH2:9][NH:10][C:11](=[O:17])[O:12][C:13]([CH3:16])([CH3:15])[CH3:14])[CH2:5][CH2:4]1)#[N:2].[Cl-].[NH4+].[N-:20]=[N+:21]=[N-:22].[Na+]. Product: [N:2]1[NH:20][N:21]=[N:22][C:1]=1[C@H:3]1[CH2:4][CH2:5][C@H:6]([CH2:9][NH:10][C:11](=[O:17])[O:12][C:13]([CH3:14])([CH3:16])[CH3:15])[CH2:7][CH2:8]1. The catalyst class is: 3. (4) Reactant: [Si]([O:18][CH2:19][CH2:20][C@H:21]1[C:26]2[CH:27]=[CH:28][C:29]([CH2:31][N:32]3[CH2:36][CH2:35][O:34][C:33]3=[O:37])=[CH:30][C:25]=2[CH2:24][CH2:23][O:22]1)(C(C)(C)C)(C1C=CC=CC=1)C1C=CC=CC=1.[F-].C([N+](CCCC)(CCCC)CCCC)CCC. Product: [OH:18][CH2:19][CH2:20][C@H:21]1[C:26]2[CH:27]=[CH:28][C:29]([CH2:31][N:32]3[CH2:36][CH2:35][O:34][C:33]3=[O:37])=[CH:30][C:25]=2[CH2:24][CH2:23][O:22]1. The catalyst class is: 1.